Task: Predict the reaction yield, written as a fraction of the theoretical maximum amount of product (1.0 means a 100% yield; for example, 0.34 means a 34% yield).. Dataset: Reaction yield outcomes from USPTO patents with 853,638 reactions (1) The reactants are [CH3:1][S:2](Cl)(=[O:4])=[O:3].[CH2:6]([O:8][CH2:9][C:10]1[N:11]([CH2:23][C:24]2([NH2:30])[CH2:29][CH2:28][CH2:27][CH2:26][CH2:25]2)[C:12]2[C:21]3[CH:20]=[CH:19][CH:18]=[CH:17][C:16]=3[N:15]=[CH:14][C:13]=2[N:22]=1)[CH3:7].N1C=CC=CC=1. The catalyst is CN(C)C1C=CN=CC=1.ClCCl. The product is [CH2:6]([O:8][CH2:9][C:10]1[N:11]([CH2:23][C:24]2([NH:30][S:2]([CH3:1])(=[O:4])=[O:3])[CH2:29][CH2:28][CH2:27][CH2:26][CH2:25]2)[C:12]2[C:21]3[CH:20]=[CH:19][CH:18]=[CH:17][C:16]=3[N:15]=[CH:14][C:13]=2[N:22]=1)[CH3:7]. The yield is 0.800. (2) The reactants are [CH:1]1([C:7]2[C:15]3[C:10](=[CH:11][C:12]([C:16]([O:18]C)=[O:17])=[CH:13][CH:14]=3)[N:9]([CH3:20])[C:8]=2[C:21]2[CH:26]=[CH:25][CH:24]=[CH:23][C:22]=2[O:27][CH2:28][C:29]([N:31]([CH3:42])[CH2:32][CH2:33][CH2:34][CH2:35][N:36]([CH3:41])[S:37](=[O:40])(=[O:39])[NH2:38])=[O:30])[CH2:6][CH2:5][CH2:4][CH2:3][CH2:2]1.C1(C2C3C(=CC(C(O)=O)=CC=3)N(C)C=2C2C=CC=CC=2OCC(N(C)CCOCCN(C)S(=O)(=O)N)=O)CCCCC1. No catalyst specified. The product is [CH:1]1([C:7]2[C:15]3[C:10](=[CH:11][C:12]([C:16]([OH:18])=[O:17])=[CH:13][CH:14]=3)[N:9]([CH3:20])[C:8]=2[C:21]2[CH:26]=[CH:25][CH:24]=[CH:23][C:22]=2[O:27][CH2:28][C:29]([N:31]([CH3:42])[CH2:32][CH2:33][CH2:34][CH2:35][N:36]([CH3:41])[S:37](=[O:39])(=[O:40])[NH2:38])=[O:30])[CH2:6][CH2:5][CH2:4][CH2:3][CH2:2]1. The yield is 0.780.